This data is from Clinical trial toxicity outcomes and FDA approval status for drugs. The task is: Regression/Classification. Given a drug SMILES string, predict its toxicity properties. Task type varies by dataset: regression for continuous values (e.g., LD50, hERG inhibition percentage) or binary classification for toxic/non-toxic outcomes (e.g., AMES mutagenicity, cardiotoxicity, hepatotoxicity). Dataset: clintox. (1) The compound is O=C([O-])C1=C(CSc2nnnn2CS(=O)(=O)[O-])CS[C@@H]2[C@H](NC(=O)[C@H](O)c3ccccc3)C(=O)N12. The result is 0 (passed clinical trial). (2) The drug is O=C1OC2(c3cc([131I])c([O-])c([131I])c3Oc3c2cc([131I])c([O-])c3[131I])c2c(Cl)c(Cl)c(Cl)c(Cl)c21. The result is 0 (passed clinical trial). (3) The drug is [N]=O. The result is 0 (passed clinical trial). (4) The drug is CC[N+](CC)(CCNC(=O)C(=O)NCC[N+](CC)(CC)Cc1ccccc1Cl)Cc1ccccc1Cl. The result is 0 (passed clinical trial). (5) The drug is Cc1cn([C@@H]2C[C@@H](O)[C@H](CO)O2)c(=O)[nH]c1=O. The result is 0 (passed clinical trial). (6) The molecule is C[NH+]1[C@H]2CC[C@@H]1C[C@H](OC(=O)C(CO)c1ccccc1)C2. The result is 0 (passed clinical trial). (7) The molecule is Clc1ccc2nsnc2c1NC1=[NH+]CCN1. The result is 0 (passed clinical trial).